From a dataset of Forward reaction prediction with 1.9M reactions from USPTO patents (1976-2016). Predict the product of the given reaction. (1) Given the reactants [CH2:1]=[CH:2][C:3]1[CH:8]=[CH:7][CH:6]=[CH:5][CH:4]=1.[C:9]([O:13][CH2:14][CH2:15][CH2:16][CH3:17])(=[O:12])[CH:10]=[CH2:11], predict the reaction product. The product is: [CH3:17][CH2:16][CH2:15][CH2:14][O:13][C:9]([CH:10]=[CH2:11])=[O:12].[CH2:1]=[CH:2][C:3]1[CH:8]=[CH:7][CH:6]=[CH:5][CH:4]=1.[CH2:1]=[CH:2][C:3]1[C:8]([CH:9]=[CH2:10])=[CH:7][CH:6]=[CH:5][CH:4]=1. (2) Given the reactants [C:1]([O:5][C:6]([N:8]1[C@H:17]([CH2:18][C:19]([OH:21])=O)[CH2:16][C:15]2[C:10](=[CH:11][CH:12]=[CH:13][CH:14]=2)[CH2:9]1)=[O:7])([CH3:4])([CH3:3])[CH3:2].[NH:22]1[CH2:27][CH2:26][O:25][CH2:24][CH2:23]1.C(N(CC)CC)C.C(Cl)CCl.OC1C2N=NNC=2C=CC=1, predict the reaction product. The product is: [O:25]1[CH2:26][CH2:27][N:22]([C:19](=[O:21])[CH2:18][C@@H:17]2[CH2:16][C:15]3[C:10](=[CH:11][CH:12]=[CH:13][CH:14]=3)[CH2:9][N:8]2[C:6]([O:5][C:1]([CH3:4])([CH3:2])[CH3:3])=[O:7])[CH2:23][CH2:24]1. (3) Given the reactants [C:1](C1C=C(C)C=C(C(C)(C)C)C=1O)(C)(C)C.C[Al](C)C.[Si:21]([O:38][C:39]1[CH:58]=[CH:57][C:42]([CH2:43][CH:44]2[CH2:48][CH2:47][N:46]([CH:49]3[CH2:54][CH2:53][C:52](=[O:55])[CH2:51][CH2:50]3)[C:45]2=[O:56])=[C:41]([Cl:59])[CH:40]=1)([C:34]([CH3:37])([CH3:36])[CH3:35])([C:28]1[CH:33]=[CH:32][CH:31]=[CH:30][CH:29]=1)[C:22]1[CH:27]=[CH:26][CH:25]=[CH:24][CH:23]=1.C[Li].Cl, predict the reaction product. The product is: [Si:21]([O:38][C:39]1[CH:58]=[CH:57][C:42]([CH2:43][CH:44]2[CH2:48][CH2:47][N:46]([CH:49]3[CH2:54][CH2:53][C:52]([OH:55])([CH3:1])[CH2:51][CH2:50]3)[C:45]2=[O:56])=[C:41]([Cl:59])[CH:40]=1)([C:34]([CH3:37])([CH3:36])[CH3:35])([C:22]1[CH:23]=[CH:24][CH:25]=[CH:26][CH:27]=1)[C:28]1[CH:33]=[CH:32][CH:31]=[CH:30][CH:29]=1. (4) Given the reactants [NH2:1][C:2]1[C:3]([CH3:38])=[C:4]([CH:35]=[CH:36][CH:37]=1)[O:5][C:6]1[C:7]([C:23]([NH:25][CH2:26][C:27]2[CH:32]=[CH:31][C:30]([O:33][CH3:34])=[CH:29][CH:28]=2)=[O:24])=[C:8]([NH:14][C:15]2[CH:20]=[CH:19][C:18]([I:21])=[CH:17][C:16]=2[F:22])[N:9]([CH3:13])[C:10](=[O:12])[CH:11]=1.[CH2:39]([S:41](Cl)(=[O:43])=[O:42])[CH3:40], predict the reaction product. The product is: [CH2:39]([S:41]([NH:1][C:2]1[C:3]([CH3:38])=[C:4]([CH:35]=[CH:36][CH:37]=1)[O:5][C:6]1[C:7]([C:23]([NH:25][CH2:26][C:27]2[CH:28]=[CH:29][C:30]([O:33][CH3:34])=[CH:31][CH:32]=2)=[O:24])=[C:8]([NH:14][C:15]2[CH:20]=[CH:19][C:18]([I:21])=[CH:17][C:16]=2[F:22])[N:9]([CH3:13])[C:10](=[O:12])[CH:11]=1)(=[O:43])=[O:42])[CH3:40]. (5) Given the reactants I[C:2]1[CH:3]=[C:4]([C:12]([NH:14][CH3:15])=[O:13])[CH:5]=[C:6]([C:8]([NH:10][CH3:11])=[O:9])[CH:7]=1.[C:16]([Si:18]([CH3:21])([CH3:20])[CH3:19])#[CH:17], predict the reaction product. The product is: [CH3:15][NH:14][C:12]([C:4]1[CH:3]=[C:2]([C:17]#[C:16][Si:18]([CH3:21])([CH3:20])[CH3:19])[CH:7]=[C:6]([C:8]([NH:10][CH3:11])=[O:9])[CH:5]=1)=[O:13]. (6) Given the reactants [CH3:1][Si](C=[N+]=[N-])(C)C.[Cl:8][C:9]1[CH:14]=[CH:13][CH:12]=[CH:11][C:10]=1[N:15]1[C:19]2=[N:20][CH:21]=[N:22][C:23]([NH:24][CH2:25][C:26]([OH:28])=[O:27])=[C:18]2[CH:17]=[N:16]1.O, predict the reaction product. The product is: [Cl:8][C:9]1[CH:14]=[CH:13][CH:12]=[CH:11][C:10]=1[N:15]1[C:19]2=[N:20][CH:21]=[N:22][C:23]([NH:24][CH2:25][C:26]([O:28][CH3:1])=[O:27])=[C:18]2[CH:17]=[N:16]1. (7) Given the reactants [N:1]([O-:3])=O.[Na+].[CH2:5]([O:7][C:8](=[O:13])[CH2:9][C:10]([CH3:12])=[O:11])[CH3:6], predict the reaction product. The product is: [CH2:5]([O:7][C:8](=[O:13])[C:9](=[N:1][OH:3])[C:10](=[O:11])[CH3:12])[CH3:6].